From a dataset of NCI-60 drug combinations with 297,098 pairs across 59 cell lines. Regression. Given two drug SMILES strings and cell line genomic features, predict the synergy score measuring deviation from expected non-interaction effect. Drug 1: C1=CC(=C2C(=C1NCCNCCO)C(=O)C3=C(C=CC(=C3C2=O)O)O)NCCNCCO. Drug 2: C1=NC2=C(N1)C(=S)N=C(N2)N. Cell line: MDA-MB-435. Synergy scores: CSS=14.5, Synergy_ZIP=-7.71, Synergy_Bliss=-4.12, Synergy_Loewe=-7.92, Synergy_HSA=-2.26.